From a dataset of Forward reaction prediction with 1.9M reactions from USPTO patents (1976-2016). Predict the product of the given reaction. (1) Given the reactants Br[C:2]1[CH:3]=[N:4][CH:5]=[C:6]([N:15]2[C:19]([CH3:20])=[CH:18][CH:17]=[C:16]2[CH3:21])[C:7]=1[N:8]1[CH2:13][CH2:12][N:11]([CH3:14])[CH2:10][CH2:9]1.[Li]C(C)(C)C.CN([CH:30]=[O:31])C, predict the reaction product. The product is: [CH3:21][C:16]1[N:15]([C:6]2[CH:5]=[N:4][CH:3]=[C:2]([C:7]=2[N:8]2[CH2:13][CH2:12][N:11]([CH3:14])[CH2:10][CH2:9]2)[CH:30]=[O:31])[C:19]([CH3:20])=[CH:18][CH:17]=1. (2) Given the reactants [Br:1][C:2]1[CH:7]=[C:6]([C:8](=[N:16][NH:17]C(OC(C)(C)C)=O)[CH:9]([O:13][CH2:14][CH3:15])[O:10][CH2:11][CH3:12])[C:5](F)=[CH:4][N:3]=1.[H-].[Na+].CCOC(C)=O, predict the reaction product. The product is: [Br:1][C:2]1[CH:7]=[C:6]2[C:8]([CH:9]([O:13][CH2:14][CH3:15])[O:10][CH2:11][CH3:12])=[N:16][NH:17][C:5]2=[CH:4][N:3]=1. (3) Given the reactants [N-:1]=[N+:2]=[N-:3].[Na+].Br[CH2:6][C:7]1[C:8]([C:31]2[CH:36]=[CH:35][CH:34]=[CH:33][CH:32]=2)=[N:9][C:10]2[C:15]([C:16]=1[C:17]([NH:19][N:20]([C:25]1[CH:30]=[CH:29][CH:28]=[CH:27][CH:26]=1)[C:21]([O:23][CH3:24])=[O:22])=[O:18])=[CH:14][CH:13]=[CH:12][CH:11]=2, predict the reaction product. The product is: [N:1]([CH2:6][C:7]1[C:8]([C:31]2[CH:36]=[CH:35][CH:34]=[CH:33][CH:32]=2)=[N:9][C:10]2[C:15]([C:16]=1[C:17]([NH:19][N:20]([C:25]1[CH:26]=[CH:27][CH:28]=[CH:29][CH:30]=1)[C:21]([O:23][CH3:24])=[O:22])=[O:18])=[CH:14][CH:13]=[CH:12][CH:11]=2)=[N+:2]=[N-:3].